Predict the reaction yield, written as a fraction of the theoretical maximum amount of product (1.0 means a 100% yield; for example, 0.34 means a 34% yield). From a dataset of Reaction yield outcomes from USPTO patents with 853,638 reactions. (1) The reactants are [Cl:1][C:2]1[CH:7]=[CH:6][N:5]=[C:4]([NH2:8])[CH:3]=1.C1C(=O)N([Br:16])C(=O)C1. The catalyst is C(#N)C. The product is [Br:16][C:7]1[C:2]([Cl:1])=[CH:3][C:4]([NH2:8])=[N:5][CH:6]=1. The yield is 0.990. (2) The yield is 0.720. The reactants are [CH3:1][O:2][C:3]1[CH:4]=[C:5]([O:15][C:16]2[CH:21]=[CH:20][C:19]([S:22]([CH3:25])(=[O:24])=[O:23])=[CH:18][CH:17]=2)[CH:6]=[C:7]2[C:11]=1[NH:10][C:9]([C:12](=[S:14])[NH2:13])=[CH:8]2.[C:26]([O:31][CH2:32][CH3:33])(=[O:30])[C:27]#[C:28][CH3:29].O1CCCC1.C(P(CCCC)CCCC)CCC. The product is [CH3:1][O:2][C:3]1[CH:4]=[C:5]([O:15][C:16]2[CH:21]=[CH:20][C:19]([S:22]([CH3:25])(=[O:24])=[O:23])=[CH:18][CH:17]=2)[CH:6]=[C:7]2[C:11]=1[NH:10][C:9]([C:12]1[S:14][CH:28]([CH2:27][C:26]([O:31][CH2:32][CH3:33])=[O:30])[CH2:29][N:13]=1)=[CH:8]2. The catalyst is C1(C)C=CC=CC=1. (3) The reactants are CCN=C=NCCCN(C)C.Cl.C1C=CC2N(O)N=NC=2C=1.O.[CH3:24][O:25][C:26]([C:28]1[CH:29]=[C:30]([CH:34]=[C:35]([C:37]2[O:38][CH:39]=[CH:40][N:41]=2)[CH:36]=1)[C:31]([OH:33])=O)=[O:27].CCN(C(C)C)C(C)C.[CH3:51][C:52]1[N:53]=[C:54]([C@H:57]2[CH2:61][CH2:60][CH2:59][NH:58]2)[S:55][CH:56]=1. The catalyst is C(Cl)Cl. The product is [CH3:51][C:52]1[N:53]=[C:54]([C@H:57]2[CH2:61][CH2:60][CH2:59][N:58]2[C:31]([C:30]2[CH:29]=[C:28]([CH:36]=[C:35]([C:37]3[O:38][CH:39]=[CH:40][N:41]=3)[CH:34]=2)[C:26]([O:25][CH3:24])=[O:27])=[O:33])[S:55][CH:56]=1. The yield is 0.650. (4) The reactants are [Si:1]([O:8][C:9]1[CH:14]=[CH:13][C:12]([C:15]2[N:16]=[C:17]([C:22]3[S:26][C:25]4[CH:27]=[CH:28][S:29][C:24]=4[CH:23]=3)[C:18]([NH2:21])=[N:19][CH:20]=2)=[CH:11][CH:10]=1)([C:4]([CH3:7])([CH3:6])[CH3:5])([CH3:3])[CH3:2].[Si:30]([O:37][C:38]1[CH:43]=[CH:42][C:41]([CH2:44][C:45](Cl)=[O:46])=[CH:40][CH:39]=1)([C:33]([CH3:36])([CH3:35])[CH3:34])([CH3:32])[CH3:31].O. The catalyst is CN(C)C1C=CN=CC=1.N1C=CC=CC=1. The product is [Si:30]([O:37][C:38]1[CH:39]=[CH:40][C:41]([CH2:44][C:45]([NH:21][C:18]2[C:17]([C:22]3[S:26][C:25]4[CH:27]=[CH:28][S:29][C:24]=4[CH:23]=3)=[N:16][C:15]([C:12]3[CH:11]=[CH:10][C:9]([O:8][Si:1]([C:4]([CH3:5])([CH3:6])[CH3:7])([CH3:2])[CH3:3])=[CH:14][CH:13]=3)=[CH:20][N:19]=2)=[O:46])=[CH:42][CH:43]=1)([C:33]([CH3:36])([CH3:35])[CH3:34])([CH3:32])[CH3:31]. The yield is 0.582. (5) The reactants are [OH:1][C@H:2]([C:20]1[CH:25]=[CH:24][C:23]([OH:26])=[CH:22][CH:21]=1)[C@@H:3]([NH:5][CH2:6][CH2:7][C:8]1[C:16]2[C:11](=[C:12]([C:17]([OH:19])=O)[CH:13]=[CH:14][CH:15]=2)[NH:10][CH:9]=1)[CH3:4].Cl.[CH2:28]([NH2:30])[CH3:29].C(N(CC)CC)C.C(N=C=NCCCN(C)C)C.Cl.ON1C2C=CC=CC=2N=N1.C(=O)([O-])O.[Na+]. The catalyst is CN(C)C=O.CO. The product is [CH2:28]([NH:30][C:17]([C:12]1[CH:13]=[CH:14][CH:15]=[C:16]2[C:11]=1[NH:10][CH:9]=[C:8]2[CH2:7][CH2:6][NH:5][C@@H:3]([CH3:4])[C@H:2]([OH:1])[C:20]1[CH:21]=[CH:22][C:23]([OH:26])=[CH:24][CH:25]=1)=[O:19])[CH3:29]. The yield is 0.240. (6) The reactants are C(OC([N:8]1[CH2:12][CH2:11][CH2:10][C@@H:9]1[CH2:13][O:14][C:15]1[CH:20]=[CH:19][C:18]([O:21][C:22]2[CH:27]=[CH:26][C:25]([C:28]3[CH:33]=[CH:32][CH:31]=[CH:30][CH:29]=3)=[CH:24][CH:23]=2)=[CH:17][CH:16]=1)=O)(C)(C)C.[ClH:34]. The catalyst is O1CCOCC1. The product is [ClH:34].[C:25]1([C:28]2[CH:29]=[CH:30][CH:31]=[CH:32][CH:33]=2)[CH:24]=[CH:23][C:22]([O:21][C:18]2[CH:19]=[CH:20][C:15]([O:14][CH2:13][C@H:9]3[CH2:10][CH2:11][CH2:12][NH:8]3)=[CH:16][CH:17]=2)=[CH:27][CH:26]=1. The yield is 0.620. (7) The reactants are [CH3:1][C:2]1[CH:7]=[CH:6][N:5]=[C:4]([C:8]2[CH:13]=[C:12]([CH3:14])[CH:11]=[CH:10][N:9]=2)[CH:3]=1.ClC1C=CC=C(C(OO)=[O:23])C=1. The catalyst is C(Cl)(Cl)Cl. The product is [CH3:1][C:2]1[CH:3]=[C:4]([C:8]2[CH:13]=[C:12]([CH3:14])[CH:11]=[CH:10][N:9]=2)[N+:5]([O-:23])=[CH:6][CH:7]=1. The yield is 0.710. (8) The reactants are [C:1]([N:4]1[C:13]2[C:8](=[CH:9][C:10]([C:14]([O:16][CH2:17][CH3:18])=[O:15])=[CH:11][CH:12]=2)[C@H:7]([NH:19]C(OCC2C=CC=CC=2)=O)[C@@H:6]([CH3:30])[C@@H:5]1[CH:31]1[CH2:33][CH2:32]1)(=[O:3])[CH3:2].C(N1C2C(=CC(C(OCC)=O)=CC=2)[C@H](NC(OCC2C=CC=CC=2)=O)[C@H](C)[C@@H]1C1CC1)(=O)C. The catalyst is C(O)C.[Pd]. The product is [C:1]([N:4]1[C:13]2[C:8](=[CH:9][C:10]([C:14]([O:16][CH2:17][CH3:18])=[O:15])=[CH:11][CH:12]=2)[C@H:7]([NH2:19])[C@@H:6]([CH3:30])[C@@H:5]1[CH:31]1[CH2:32][CH2:33]1)(=[O:3])[CH3:2]. The yield is 0.970. (9) The reactants are [Cl:1][C:2]1[N:11]=[C:10]([N:12]2[CH2:16][CH2:15][C@@H:14]([NH:17]C(=O)OC(C)(C)C)[CH2:13]2)[C:9]2[C:4](=[CH:5][C:6]([CH3:25])=[CH:7][CH:8]=2)[N:3]=1.FC(F)(F)C(O)=O. The catalyst is ClCCl. The product is [Cl:1][C:2]1[N:11]=[C:10]([N:12]2[CH2:16][CH2:15][C@@H:14]([NH2:17])[CH2:13]2)[C:9]2[C:4](=[CH:5][C:6]([CH3:25])=[CH:7][CH:8]=2)[N:3]=1. The yield is 0.940.